The task is: Predict the reactants needed to synthesize the given product.. This data is from Full USPTO retrosynthesis dataset with 1.9M reactions from patents (1976-2016). (1) Given the product [Cl-:15].[CH:1]1([CH2:8][NH2+:9][CH2:10][CH2:11][Cl:15])[CH2:7][CH2:6][CH2:5][CH2:4][CH2:3][CH2:2]1, predict the reactants needed to synthesize it. The reactants are: [CH:1]1([CH2:8][NH:9][CH2:10][CH2:11]O)[CH2:7][CH2:6][CH2:5][CH2:4][CH2:3][CH2:2]1.O=S(Cl)[Cl:15]. (2) Given the product [CH3:22][C:20]1[N:9]=[C:7]([C:6]2[CH:10]=[CH:11][C:3]([C:2]([F:1])([F:12])[F:13])=[CH:4][CH:5]=2)[S:8][C:15]=1[C:16]([O:18][CH3:19])=[O:17], predict the reactants needed to synthesize it. The reactants are: [F:1][C:2]([F:13])([F:12])[C:3]1[CH:11]=[CH:10][C:6]([C:7]([NH2:9])=[S:8])=[CH:5][CH:4]=1.Cl[CH:15]([C:20]([CH3:22])=O)[C:16]([O:18][CH3:19])=[O:17].[OH-].[Na+]. (3) Given the product [C:30]([NH:29][C:24]1[CH:23]=[C:22]([N:15]([CH:34]2[CH2:38][CH2:37][CH2:36][CH2:35]2)[C:13](=[O:14])[N:12]([CH3:62])[C:10]2[S:11][C:7]([S:6][CH2:5][C:4]([OH:3])=[O:33])=[CH:8][N:9]=2)[CH:27]=[CH:26][C:25]=1[F:28])(=[O:32])[CH3:31], predict the reactants needed to synthesize it. The reactants are: C([O:3][C:4](=[O:33])[CH2:5][S:6][C:7]1[S:11][C:10]([NH:12][C:13]([N:15]([C:22]2[CH:27]=[CH:26][C:25]([F:28])=[C:24]([NH:29][C:30](=[O:32])[CH3:31])[CH:23]=2)CC2CCCC2)=[O:14])=[N:9][CH:8]=1)C.[CH:34]1(CN(C2C=CC(F)=C(F)C=2)C(=O)NC2SC=C(CC(O)=O)N=2)[CH2:38][CH2:37][CH2:36][CH2:35]1.N[C:62]1C=C(NC(=O)C)C=CC=1F.C1(C=O)CCCC1.C(OC(=O)CSC1SC(N)=NC=1)C. (4) Given the product [CH3:36][S:37]([O:1][C:2]1[CH:3]=[CH:4][C:5]([O:6][CH2:7][CH2:8][C:9]2[CH:26]=[CH:25][C:12]([O:13][CH2:14][C:15]3[CH:24]=[CH:23][CH:22]=[CH:21][C:16]=3[C:17]([O:19][CH3:20])=[O:18])=[CH:11][CH:10]=2)=[CH:27][CH:28]=1)(=[O:39])=[O:38], predict the reactants needed to synthesize it. The reactants are: [OH:1][C:2]1[CH:28]=[CH:27][C:5]([O:6][CH2:7][CH2:8][C:9]2[CH:26]=[CH:25][C:12]([O:13][CH2:14][C:15]3[CH:24]=[CH:23][CH:22]=[CH:21][C:16]=3[C:17]([O:19][CH3:20])=[O:18])=[CH:11][CH:10]=2)=[CH:4][CH:3]=1.C(N(CC)CC)C.[CH3:36][S:37](Cl)(=[O:39])=[O:38]. (5) Given the product [NH2:1][C:2]1[N:3]=[C:4]([NH:17][CH:18]2[CH2:22][CH2:21][N:20]([S:31]([C:28]3[CH:27]=[CH:26][C:25]([C:23]#[N:24])=[CH:30][CH:29]=3)(=[O:33])=[O:32])[CH2:19]2)[S:5][C:6]=1[C:7](=[O:8])[C:9]1[C:14]([F:15])=[CH:13][CH:12]=[CH:11][C:10]=1[F:16], predict the reactants needed to synthesize it. The reactants are: [NH2:1][C:2]1[N:3]=[C:4]([NH:17][CH:18]2[CH2:22][CH2:21][NH:20][CH2:19]2)[S:5][C:6]=1[C:7]([C:9]1[C:14]([F:15])=[CH:13][CH:12]=[CH:11][C:10]=1[F:16])=[O:8].[C:23]([C:25]1[CH:30]=[CH:29][C:28]([S:31](Cl)(=[O:33])=[O:32])=[CH:27][CH:26]=1)#[N:24]. (6) Given the product [CH3:18][O:12][C:11](=[O:13])[C@H:2]([CH2:3][C:4]1[CH:5]=[CH:6][C:7]([OH:10])=[CH:8][CH:9]=1)[NH2:1], predict the reactants needed to synthesize it. The reactants are: [NH2:1][C@H:2]([C:11]([OH:13])=[O:12])[CH2:3][C:4]1[CH:9]=[CH:8][C:7]([OH:10])=[CH:6][CH:5]=1.O=S(Cl)Cl.[CH3:18]O. (7) Given the product [Cl:1][C:2]1[N:7]=[C:6]2[N:8]([CH:13]3[CH2:14][CH2:15][CH2:16][CH2:17][O:12]3)[N:9]=[C:10]([I:11])[C:5]2=[CH:4][CH:3]=1, predict the reactants needed to synthesize it. The reactants are: [Cl:1][C:2]1[N:7]=[C:6]2[NH:8][N:9]=[C:10]([I:11])[C:5]2=[CH:4][CH:3]=1.[O:12]1[CH:17]=[CH:16][CH2:15][CH2:14][CH2:13]1.CS(O)(=O)=O. (8) The reactants are: [OH:1][C:2]1[C:3]([C:19]([NH:21][CH2:22][C:23]([O:25]CC)=[O:24])=[O:20])=[C:4]2[C:9](=[CH:10][CH:11]=1)[NH:8][C:7](=[O:12])[C:6]([C:13]1[CH:18]=[CH:17][CH:16]=[CH:15][CH:14]=1)=[N:5]2.[OH-].[Na+]. Given the product [OH:1][C:2]1[C:3]([C:19]([NH:21][CH2:22][C:23]([OH:25])=[O:24])=[O:20])=[C:4]2[C:9](=[CH:10][CH:11]=1)[NH:8][C:7](=[O:12])[C:6]([C:13]1[CH:18]=[CH:17][CH:16]=[CH:15][CH:14]=1)=[N:5]2, predict the reactants needed to synthesize it.